This data is from Catalyst prediction with 721,799 reactions and 888 catalyst types from USPTO. The task is: Predict which catalyst facilitates the given reaction. (1) Reactant: [NH2:1][C:2]1[CH:3]=[C:4]([CH:21]=[CH:22][CH:23]=1)[C:5]([NH:7][CH2:8][CH:9]([OH:20])[CH2:10][N:11]1[CH2:19][C:18]2[C:13](=[CH:14][CH:15]=[CH:16][CH:17]=2)[CH2:12]1)=[O:6].[O:24]1[CH2:29][CH2:28][C:27](=O)[CH2:26][CH2:25]1.CC(O)=O.[BH3-]C#N.[Na+]. Product: [OH:20][CH:9]([CH2:10][N:11]1[CH2:12][C:13]2[C:18](=[CH:17][CH:16]=[CH:15][CH:14]=2)[CH2:19]1)[CH2:8][NH:7][C:5](=[O:6])[C:4]1[CH:21]=[CH:22][CH:23]=[C:2]([NH:1][CH:27]2[CH2:28][CH2:29][O:24][CH2:25][CH2:26]2)[CH:3]=1. The catalyst class is: 5. (2) Reactant: [C:1]([O:5][C:6]([N:8]1[C:19]2[C:11](=[C:12]3[C:16](=[CH:17][CH:18]=2)[NH:15][CH:14]([C:20]([OH:22])=[O:21])[CH2:13]3)[CH:10]=[CH:9]1)=[O:7])([CH3:4])([CH3:3])[CH3:2].N(C(OCC)=O)=NC(OCC)=O.C1(P(C2C=CC=CC=2)C2C=CC=CC=2)C=CC=CC=1.[N+:54]([C:57]1[CH:62]=[CH:61][C:60]([CH2:63][CH2:64]O)=[CH:59][CH:58]=1)([O-:56])=[O:55]. Product: [N+:54]([C:57]1[CH:62]=[CH:61][C:60]([CH2:63][CH2:64][O:21][C:20]([CH:14]2[CH2:13][C:12]3[C:16](=[CH:17][CH:18]=[C:19]4[N:8]([C:6]([O:5][C:1]([CH3:4])([CH3:2])[CH3:3])=[O:7])[CH:9]=[CH:10][C:11]4=3)[NH:15]2)=[O:22])=[CH:59][CH:58]=1)([O-:56])=[O:55]. The catalyst class is: 385. (3) Reactant: [F:1][C:2]([F:13])([F:12])[C:3]1[CH:8]=[CH:7][N:6]=[C:5]([C:9](O)=[O:10])[CH:4]=1.C(N(CC)CC)C.ClC(OCC)=O.[BH4-].[Na+]. Product: [F:12][C:2]([F:1])([F:13])[C:3]1[CH:8]=[CH:7][N:6]=[C:5]([CH2:9][OH:10])[CH:4]=1. The catalyst class is: 20. (4) Reactant: Cl.C[O:3][C:4](=O)/[CH:5]=[CH:6]/[C:7]1[CH:12]=[CH:11][C:10]([CH2:13][NH:14][CH2:15][CH2:16][C:17]2[C:25]3[C:20](=[CH:21][CH:22]=[CH:23][CH:24]=3)[NH:19][C:18]=2[CH3:26])=[CH:9][CH:8]=1.[OH-:28].[Na+].[NH2:30]O.Cl. Product: [OH:28][NH:30][C:4](=[O:3])/[CH:5]=[CH:6]/[C:7]1[CH:12]=[CH:11][C:10]([CH2:13][NH:14][CH2:15][CH2:16][C:17]2[C:25]3[C:20](=[CH:21][CH:22]=[CH:23][CH:24]=3)[NH:19][C:18]=2[CH3:26])=[CH:9][CH:8]=1. The catalyst class is: 24.